This data is from Forward reaction prediction with 1.9M reactions from USPTO patents (1976-2016). The task is: Predict the product of the given reaction. (1) Given the reactants [H-].[Na+].[CH2:3]([O:6][C:7]([CH:9]([CH2:16][CH2:17][CH2:18][CH2:19][C:20]([O:22][CH2:23][CH3:24])=[O:21])[C:10]([O:12][CH2:13][CH:14]=[CH2:15])=[O:11])=[O:8])[CH:4]=[CH2:5].Br[CH2:26][C:27]1[CH:34]=[CH:33][C:30]([C:31]#[N:32])=[CH:29][CH:28]=1.O, predict the reaction product. The product is: [CH2:3]([O:6][C:7]([C:9]([CH2:26][C:27]1[CH:34]=[CH:33][C:30]([C:31]#[N:32])=[CH:29][CH:28]=1)([CH2:16][CH2:17][CH2:18][CH2:19][C:20]([O:22][CH2:23][CH3:24])=[O:21])[C:10]([O:12][CH2:13][CH:14]=[CH2:15])=[O:11])=[O:8])[CH:4]=[CH2:5]. (2) Given the reactants [CH2:1]([O:8][C:9]1[CH:14]=[CH:13][N:12]=[CH:11][C:10]=1Br)[C:2]1[CH:7]=[CH:6][CH:5]=[CH:4][CH:3]=1.C([Mg]Cl)(C)C.[CH2:21]([N:26]1[C:34]2[C:29](=[CH:30][CH:31]=[CH:32][CH:33]=2)[C:28](=[O:35])[C:27]1=[O:36])[CH2:22][CH2:23][CH2:24][CH3:25], predict the reaction product. The product is: [CH2:1]([O:8][C:9]1[CH:14]=[CH:13][N:12]=[CH:11][C:10]=1[C:28]1([OH:35])[C:29]2[C:34](=[CH:33][CH:32]=[CH:31][CH:30]=2)[N:26]([CH2:21][CH2:22][CH2:23][CH2:24][CH3:25])[C:27]1=[O:36])[C:2]1[CH:7]=[CH:6][CH:5]=[CH:4][CH:3]=1. (3) Given the reactants [CH3:1][O:2][C:3]([C:5]1[S:6][C:7]([C:32]#[C:33][C:34]([CH3:37])([CH3:36])[CH3:35])=[CH:8][C:9]=1[N:10]([C@H:20]1[CH2:23][C@@H:22]([O:24]CC2C=CC=CC=2)[CH2:21]1)[C:11]([C@H:13]1[CH2:18][CH2:17][C@H:16]([CH3:19])[CH2:15][CH2:14]1)=[O:12])=[O:4].B(Br)(Br)Br, predict the reaction product. The product is: [CH3:1][O:2][C:3]([C:5]1[S:6][C:7]([C:32]#[C:33][C:34]([CH3:35])([CH3:37])[CH3:36])=[CH:8][C:9]=1[N:10]([C@H:20]1[CH2:23][C@@H:22]([OH:24])[CH2:21]1)[C:11]([C@H:13]1[CH2:14][CH2:15][C@H:16]([CH3:19])[CH2:17][CH2:18]1)=[O:12])=[O:4]. (4) The product is: [CH:22]1([N:14]([CH2:13][C:11]2[CH:10]=[C:9]3[C:5]([C:6]([CH3:30])=[N:7][N:8]3[CH2:25][CH2:26][CH2:27][O:28][CH3:29])=[C:4]([OH:1])[CH:12]=2)[C:15](=[O:21])[O:16][C:17]([CH3:20])([CH3:19])[CH3:18])[CH2:24][CH2:23]1. Given the reactants [OH-:1].[K+].Cl[C:4]1[CH:12]=[C:11]([CH2:13][N:14]([CH:22]2[CH2:24][CH2:23]2)[C:15](=[O:21])[O:16][C:17]([CH3:20])([CH3:19])[CH3:18])[CH:10]=[C:9]2[C:5]=1[C:6]([CH3:30])=[N:7][N:8]2[CH2:25][CH2:26][CH2:27][O:28][CH3:29].Cl, predict the reaction product. (5) Given the reactants Br[C:2]1[N:3]([CH3:20])[N:4]=[C:5]2[C:10]=1[CH2:9][CH2:8][CH2:7][N:6]2[C:11]1[C:16]([CH3:17])=[CH:15][C:14]([CH3:18])=[CH:13][C:12]=1[Cl:19].N1C2C(=CC=C3C=2N=CC=C3)C=CC=1.C([Li])CCC.[CH3:40][CH2:41][CH2:42][C:43](=[O:47])[CH2:44][CH2:45][CH3:46], predict the reaction product. The product is: [Cl:19][C:12]1[CH:13]=[C:14]([CH3:18])[CH:15]=[C:16]([CH3:17])[C:11]=1[N:6]1[CH2:7][CH2:8][CH2:9][C:10]2=[C:2]([C:43]([OH:47])([CH2:44][CH2:45][CH3:46])[CH2:42][CH2:41][CH3:40])[N:3]([CH3:20])[N:4]=[C:5]12. (6) Given the reactants [OH:1][C:2]1[CH:11]=[C:10]2[C:5]([C:6]([O:12][C:13]3[CH:18]=[CH:17][C:16]([O:19][CH3:20])=[CH:15][C:14]=3[C:21](=[O:23])[CH3:22])=[CH:7][CH:8]=[N:9]2)=[CH:4][C:3]=1[O:24][CH3:25].Br[CH2:27][CH2:28][Cl:29].C(=O)([O-])[O-].[K+].[K+].O, predict the reaction product. The product is: [Cl:29][CH2:28][CH2:27][O:1][C:2]1[CH:11]=[C:10]2[C:5]([C:6]([O:12][C:13]3[CH:18]=[CH:17][C:16]([O:19][CH3:20])=[CH:15][C:14]=3[C:21](=[O:23])[CH3:22])=[CH:7][CH:8]=[N:9]2)=[CH:4][C:3]=1[O:24][CH3:25]. (7) Given the reactants C([N:9]1[CH2:13][CH2:12][CH:11]([N:14]([CH3:36])[C:15](=[O:35])[CH2:16][CH2:17][CH2:18][CH2:19][CH:20]([C:28]2[CH:33]=[CH:32][C:31]([F:34])=[CH:30][CH:29]=2)[C:21]2[CH:26]=[CH:25][C:24]([F:27])=[CH:23][CH:22]=2)[CH2:10]1)(=O)C1C=CC=CC=1, predict the reaction product. The product is: [CH3:36][N:14]([C@@H:11]1[CH2:12][CH2:13][NH:9][CH2:10]1)[C:15](=[O:35])[CH2:16][CH2:17][CH2:18][CH2:19][CH:20]([C:21]1[CH:22]=[CH:23][C:24]([F:27])=[CH:25][CH:26]=1)[C:28]1[CH:29]=[CH:30][C:31]([F:34])=[CH:32][CH:33]=1. (8) Given the reactants [C:1]([N:8]1[CH2:13][CH2:12][NH:11][CH2:10][CH2:9]1)([O:3][C:4]([CH3:7])(C)C)=[O:2].[CH3:14][CH2:15]N(C(C)C)C(C)C.Cl[CH2:24][C:25]([CH3:28])([OH:27])[CH3:26].[Na+].[I-], predict the reaction product. The product is: [OH:27][C:25]([CH3:28])([CH3:26])[CH2:24][N:11]1[CH2:10][CH2:9][N:8]([C:1]([O:3][CH2:4][CH2:7][CH2:14][CH3:15])=[O:2])[CH2:13][CH2:12]1.